Dataset: Reaction yield outcomes from USPTO patents with 853,638 reactions. Task: Predict the reaction yield, written as a fraction of the theoretical maximum amount of product (1.0 means a 100% yield; for example, 0.34 means a 34% yield). (1) The product is [ClH:19].[NH2:8][C@@H:9]([C:13]([CH3:16])([CH3:15])[CH3:14])[C:10]([O:12][CH3:21])=[O:11]. No catalyst specified. The yield is 0.760. The reactants are C(OC([NH:8][C@@H:9]([C:13]([CH3:16])([CH3:15])[CH3:14])[C:10]([OH:12])=[O:11])=O)(C)(C)C.O=S(Cl)[Cl:19].[CH3:21]O. (2) The reactants are [CH3:1][CH:2]([NH:9][C:10]1[N:18]=[CH:17][C:16]([F:19])=[CH:15][C:11]=1[C:12]([OH:14])=O)[CH2:3][CH2:4][CH2:5][CH:6]([CH3:8])[CH3:7].C(N(CC)CC)C.[NH2:27][CH:28]1[CH2:33][CH2:32][CH:31]([NH:34][C:35]([C:37]2[N:38]=[C:39]3[CH:44]=[CH:43][C:42]([F:45])=[CH:41][N:40]3[CH:46]=2)=[O:36])[CH2:30][CH2:29]1. The catalyst is C(#N)C. The product is [CH3:1][CH:2]([NH:9][C:10]1[C:11]([C:12]([NH:27][C@@H:28]2[CH2:33][CH2:32][C@H:31]([NH:34][C:35]([C:37]3[N:38]=[C:39]4[CH:44]=[CH:43][C:42]([F:45])=[CH:41][N:40]4[CH:46]=3)=[O:36])[CH2:30][CH2:29]2)=[O:14])=[CH:15][C:16]([F:19])=[CH:17][N:18]=1)[CH2:3][CH2:4][CH2:5][CH:6]([CH3:7])[CH3:8]. The yield is 0.380. (3) The reactants are [CH3:1][N:2]1[C:10]2[C:5](=[CH:6][C:7]([N+:11]([O-])=O)=[CH:8][N:9]=2)[CH:4]=[CH:3]1.[Cl-].[NH4+].CO. The catalyst is [Fe].O. The product is [NH2:11][C:7]1[CH:6]=[C:5]2[C:10](=[N:9][CH:8]=1)[N:2]([CH3:1])[CH:3]=[CH:4]2. The yield is 0.830. (4) The catalyst is C(Cl)Cl.O1CCOCC1. The yield is 0.782. The reactants are C(OC(=O)[NH:7][CH:8]1[CH2:12][CH2:11][N:10]([C:13]2[CH:14]=[N:15][C:16]([O:22][C:23]3[CH:28]=[CH:27][C:26]([O:29][C:30]4[CH:35]=[CH:34][CH:33]=[CH:32][CH:31]=4)=[CH:25][CH:24]=3)=[C:17]([C:19](=[O:21])[NH2:20])[CH:18]=2)[CH2:9]1)(C)(C)C.Cl. The product is [NH2:7][CH:8]1[CH2:12][CH2:11][N:10]([C:13]2[CH:14]=[N:15][C:16]([O:22][C:23]3[CH:28]=[CH:27][C:26]([O:29][C:30]4[CH:35]=[CH:34][CH:33]=[CH:32][CH:31]=4)=[CH:25][CH:24]=3)=[C:17]([CH:18]=2)[C:19]([NH2:20])=[O:21])[CH2:9]1.